This data is from Catalyst prediction with 721,799 reactions and 888 catalyst types from USPTO. The task is: Predict which catalyst facilitates the given reaction. (1) Reactant: [NH2:1][CH2:2][CH2:3][CH2:4][CH2:5][CH2:6][C:7]([NH:9][C:10]([CH3:30])([CH3:29])[CH2:11][N:12]1[C:24]2[C:23]3[CH:22]=[CH:21][CH:20]=[CH:19][C:18]=3[N:17]=[CH:16][C:15]=2[N:14]=[C:13]1[CH2:25][O:26][CH2:27][CH3:28])=[O:8].[C:31](O)(=[O:41])[CH2:32][CH2:33][S:34][S:34][CH2:33][CH2:32][C:31](O)=[O:41].ON1C2C=CC=CC=2N=N1.CN(C)CCCN=C=NCC. Product: [CH2:27]([O:26][CH2:25][C:13]1[N:12]([CH2:11][C:10]([NH:9][C:7](=[O:8])[CH2:6][CH2:5][CH2:4][CH2:3][CH2:2][NH:1][C:31](=[O:41])[CH2:32][CH2:33][SH:34])([CH3:29])[CH3:30])[C:24]2[C:23]3[CH:22]=[CH:21][CH:20]=[CH:19][C:18]=3[N:17]=[CH:16][C:15]=2[N:14]=1)[CH3:28]. The catalyst class is: 3. (2) Reactant: Br[C:2]1[CH:3]=[CH:4][N:5]=[C:6]2[C:11]=1[N:10]=[C:9]([O:12][CH3:13])[CH:8]=[CH:7]2.[C:14]([O:18][C:19]([NH:21][C@H:22]1[CH2:26][CH2:25][NH:24][CH2:23]1)=[O:20])([CH3:17])([CH3:16])[CH3:15].CCN(C(C)C)C(C)C. Product: [C:14]([O:18][C:19](=[O:20])[NH:21][C@H:22]1[CH2:26][CH2:25][N:24]([C:2]2[C:11]3[C:6](=[CH:7][CH:8]=[C:9]([O:12][CH3:13])[N:10]=3)[N:5]=[CH:4][CH:3]=2)[CH2:23]1)([CH3:17])([CH3:15])[CH3:16]. The catalyst class is: 709. (3) Reactant: O=S(Cl)[Cl:3].[Cl:5][C:6]1[CH:7]=[C:8]([N:12]2[C:16](=[O:17])[NH:15][C:14]([CH:18](O)[CH3:19])=[N:13]2)[CH:9]=[CH:10][CH:11]=1. Product: [Cl:3][CH:18]([C:14]1[NH:13][N:12]([C:8]2[CH:9]=[CH:10][CH:11]=[C:6]([Cl:5])[CH:7]=2)[C:16](=[O:17])[N:15]=1)[CH3:19]. The catalyst class is: 2. (4) Reactant: [F:1][C:2]1[CH:7]=[CH:6][C:5]([C:8]2[C:13]([C:14]3[CH:19]=[CH:18][N:17]=[CH:16][CH:15]=3)=[C:12]([C:20]3[CH:25]=[CH:24][C:23]([F:26])=[CH:22][CH:21]=3)[N:11]=[C:10]3[NH:27][N:28]=[CH:29][C:9]=23)=[CH:4][CH:3]=1.[OH-].[K+].Br[CH2:33][CH:34]([O:38][CH2:39][CH3:40])[O:35][CH2:36][CH3:37].COCCOCCOC. Product: [CH2:36]([O:35][CH:34]([O:38][CH2:39][CH3:40])[CH2:33][N:28]1[CH:29]=[C:9]2[C:10]([N:11]=[C:12]([C:20]3[CH:25]=[CH:24][C:23]([F:26])=[CH:22][CH:21]=3)[C:13]([C:14]3[CH:15]=[CH:16][N:17]=[CH:18][CH:19]=3)=[C:8]2[C:5]2[CH:6]=[CH:7][C:2]([F:1])=[CH:3][CH:4]=2)=[N:27]1)[CH3:37].[CH2:36]([O:35][CH:34]([O:38][CH2:39][CH3:40])[CH2:33][N:27]1[C:10]2=[N:11][C:12]([C:20]3[CH:25]=[CH:24][C:23]([F:26])=[CH:22][CH:21]=3)=[C:13]([C:14]3[CH:15]=[CH:16][N:17]=[CH:18][CH:19]=3)[C:8]([C:5]3[CH:6]=[CH:7][C:2]([F:1])=[CH:3][CH:4]=3)=[C:9]2[CH:29]=[N:28]1)[CH3:37]. The catalyst class is: 238. (5) Reactant: [F:1][C:2]1[CH:7]=[CH:6][C:5]([CH3:8])=[C:4]([N+:9]([O-:11])=[O:10])[CH:3]=1.S(=O)(=O)(O)O.C1C(=O)N([Br:24])C(=O)C1.O. Product: [Br:24][C:6]1[CH:7]=[C:2]([F:1])[CH:3]=[C:4]([N+:9]([O-:11])=[O:10])[C:5]=1[CH3:8]. The catalyst class is: 55. (6) Reactant: [Br:1][C:2]1[CH:10]=[CH:9][CH:8]=[C:7]2[C:3]=1[CH:4]([C:17]1[C:25]([OH:26])=[CH:24][C:20]3[O:21][CH2:22][O:23][C:19]=3[CH:18]=1)[C:5](=[O:16])[N:6]2[CH2:11][CH2:12][CH2:13][CH2:14][CH3:15].C(N(CC)CC)C.Cl[Si](C)(C)C.[CH2:39]=[O:40].FC(F)(F)S([O-])(=O)=O.[Yb+3].FC(F)(F)S([O-])(=O)=O.FC(F)(F)S([O-])(=O)=O. Product: [Br:1][C:2]1[CH:10]=[CH:9][CH:8]=[C:7]2[C:3]=1[C:4]([C:17]1[C:25]([OH:26])=[CH:24][C:20]3[O:21][CH2:22][O:23][C:19]=3[CH:18]=1)([CH2:39][OH:40])[C:5](=[O:16])[N:6]2[CH2:11][CH2:12][CH2:13][CH2:14][CH3:15]. The catalyst class is: 4. (7) Reactant: C[O:2][C:3]([CH:5]1[N:9]([N:10]([CH:31]2[CH2:36][CH2:35][CH2:34][CH2:33][CH2:32]2)[C:11](=[O:30])[CH2:12][C:13]2[NH:18][C:17]3[CH:19]=[CH:20][C:21]([NH:23][S:24]([CH3:27])(=[O:26])=[O:25])=[CH:22][C:16]=3[S:15](=[O:29])(=[O:28])[N:14]=2)[CH:8]2[CH2:37][CH2:38][CH2:39][CH:7]2[CH2:6]1)=O.N12CCCN=C1CCCCC2. Product: [CH:31]1([N:10]2[N:9]3[CH:5]([CH2:6][CH:7]4[CH2:39][CH2:38][CH2:37][CH:8]43)[C:3]([OH:2])=[C:12]([C:13]3[NH:18][C:17]4[CH:19]=[CH:20][C:21]([NH:23][S:24]([CH3:27])(=[O:25])=[O:26])=[CH:22][C:16]=4[S:15](=[O:28])(=[O:29])[N:14]=3)[C:11]2=[O:30])[CH2:36][CH2:35][CH2:34][CH2:33][CH2:32]1. The catalyst class is: 8. (8) The catalyst class is: 131. Product: [O:30]1[CH2:31][CH:29]1[CH2:28][O:1][C:2]1[CH:7]=[CH:6][C:5]([C:8]2[N:12]([CH2:13][C:14]3[CH:19]=[CH:18][C:17]([C:20]([N:22]4[CH2:26][CH2:25][CH2:24][CH2:23]4)=[O:21])=[CH:16][CH:15]=3)[N:11]=[CH:10][CH:9]=2)=[CH:4][CH:3]=1. Reactant: [OH:1][C:2]1[CH:7]=[CH:6][C:5]([C:8]2[N:12]([CH2:13][C:14]3[CH:19]=[CH:18][C:17]([C:20]([N:22]4[CH2:26][CH2:25][CH2:24][CH2:23]4)=[O:21])=[CH:16][CH:15]=3)[N:11]=[CH:10][CH:9]=2)=[CH:4][CH:3]=1.Br[CH2:28][CH:29]1[CH2:31][O:30]1.C([O-])([O-])=O.[K+].[K+].